From a dataset of CYP2C19 inhibition data for predicting drug metabolism from PubChem BioAssay. Regression/Classification. Given a drug SMILES string, predict its absorption, distribution, metabolism, or excretion properties. Task type varies by dataset: regression for continuous measurements (e.g., permeability, clearance, half-life) or binary classification for categorical outcomes (e.g., BBB penetration, CYP inhibition). Dataset: cyp2c19_veith. (1) The molecule is CC[C@@]1(O)C(=O)OCc2c1cc1n(c2=O)Cc2cc3c(NC(=O)CN)cccc3nc2-1.Cl. The result is 0 (non-inhibitor). (2) The molecule is C[C@H](N)c1cccc(Cl)c1Cl. The result is 0 (non-inhibitor). (3) The compound is CN1CCN(c2ccc([N+](=O)[O-])cc2C(=O)c2ccc(Br)cc2)CC1. The result is 1 (inhibitor).